This data is from Rat liver microsome stability data. The task is: Regression/Classification. Given a drug SMILES string, predict its absorption, distribution, metabolism, or excretion properties. Task type varies by dataset: regression for continuous measurements (e.g., permeability, clearance, half-life) or binary classification for categorical outcomes (e.g., BBB penetration, CYP inhibition). Dataset: rlm. (1) The drug is COc1cc2c(cc1-c1c(C)noc1C)[nH]c1nc(C)nc(-c3c(C)[nH]c4ccccc34)c12. The result is 0 (unstable in rat liver microsomes). (2) The drug is c1ccc2c(NC3CCCCC3)nc(-c3ccncc3)nc2c1. The result is 1 (stable in rat liver microsomes). (3) The drug is CNc1nccc(-c2cccc3ccccc23)n1. The result is 1 (stable in rat liver microsomes). (4) The result is 0 (unstable in rat liver microsomes). The compound is CN1C(=O)CN(Cc2ccc(-c3cccc(CN4CCCCC4)n3)cc2)C1=O. (5) The drug is Cc1ccc2c(c1)n(CCOc1ccc(Cl)cc1)c(=N)n2C. The result is 1 (stable in rat liver microsomes). (6) The drug is Cc1ccccc1CN(CCN(Cc1cncn1C)c1ccc(C#N)cc1)S(=O)(=O)c1cn(C)cn1. The result is 1 (stable in rat liver microsomes). (7) The drug is CC#C[C@@H](Cc1nn[nH]n1)c1ccc(OCc2ccc3sc(Cl)c(-c4ccc(OCCOC)cc4C)c3c2)cc1. The result is 1 (stable in rat liver microsomes).